Dataset: Full USPTO retrosynthesis dataset with 1.9M reactions from patents (1976-2016). Task: Predict the reactants needed to synthesize the given product. Given the product [CH:14]([N:4]1[C:5]([CH2:7][CH2:8][C:9]([O:11][CH2:12][CH3:13])=[O:10])=[CH:6][C:2]([O:1][CH2:25][C:26]2[CH:35]=[CH:34][C:33]3[C:28](=[CH:29][CH:30]=[CH:31][CH:32]=3)[N:27]=2)=[N:3]1)([CH3:15])[CH3:16], predict the reactants needed to synthesize it. The reactants are: [OH:1][C:2]1[CH:6]=[C:5]([CH2:7][CH2:8][C:9]([O:11][CH2:12][CH3:13])=[O:10])[N:4]([CH:14]([CH3:16])[CH3:15])[N:3]=1.C(=O)([O-])[O-].[K+].[K+].Cl.Cl[CH2:25][C:26]1[CH:35]=[CH:34][C:33]2[C:28](=[CH:29][CH:30]=[CH:31][CH:32]=2)[N:27]=1.CN(C)C=O.